This data is from Full USPTO retrosynthesis dataset with 1.9M reactions from patents (1976-2016). The task is: Predict the reactants needed to synthesize the given product. (1) Given the product [CH:32]1([C:31]2[O:30][N:29]=[C:28]([C:35]3[CH:40]=[CH:39][CH:38]=[CH:37][C:36]=3[O:41][C:42]([F:43])([F:44])[F:45])[C:27]=2[CH2:26][O:25][CH:19]2[CH2:18][CH:17]3[N:24]([C:2]4[S:3][C:4]5[CH:10]=[C:9]([C:11]([O:13][CH3:14])=[O:12])[CH:8]=[C:7]([O:15][CH3:16])[C:5]=5[N:6]=4)[CH:21]([CH2:22][CH2:23]3)[CH2:20]2)[CH2:33][CH2:34]1, predict the reactants needed to synthesize it. The reactants are: Cl[C:2]1[S:3][C:4]2[CH:10]=[C:9]([C:11]([O:13][CH3:14])=[O:12])[CH:8]=[C:7]([O:15][CH3:16])[C:5]=2[N:6]=1.[CH:17]12[NH:24][CH:21]([CH2:22][CH2:23]1)[CH2:20][CH:19]([O:25][CH2:26][C:27]1[C:28]([C:35]3[CH:40]=[CH:39][CH:38]=[CH:37][C:36]=3[O:41][C:42]([F:45])([F:44])[F:43])=[N:29][O:30][C:31]=1[CH:32]1[CH2:34][CH2:33]1)[CH2:18]2.C(N(C(C)C)CC)(C)C. (2) The reactants are: [C:1]([NH:4][C:5]1[CH:10]=[CH:9][N:8]=[CH:7][C:6]=1[C:11]([O:13]C)=O)(=[O:3])[CH3:2].[H-].[Na+].Br[CH2:18][C:19]1[CH:24]=[CH:23][CH:22]=[CH:21][CH:20]=1. Given the product [CH2:18]([N:4]1[C:5]2[C:6](=[CH:7][N:8]=[CH:9][CH:10]=2)[C:11]([OH:13])=[CH:2][C:1]1=[O:3])[C:19]1[CH:24]=[CH:23][CH:22]=[CH:21][CH:20]=1, predict the reactants needed to synthesize it. (3) Given the product [NH2:3][C:4]1[C:9]([F:10])=[C:8]([C:26]2[CH:33]=[CH:32][C:29]([CH:30]=[O:31])=[CH:28][CH:27]=2)[N:7]=[C:6]([C:12]([O:14][CH3:15])=[O:13])[C:5]=1[CH:16]=[CH2:17], predict the reactants needed to synthesize it. The reactants are: [F-].[K+].[NH2:3][C:4]1[C:9]([F:10])=[C:8](Cl)[N:7]=[C:6]([C:12]([O:14][CH3:15])=[O:13])[C:5]=1[CH:16]=[CH2:17].CC1(C)C(C)(C)OB([C:26]2[CH:33]=[CH:32][C:29]([CH:30]=[O:31])=[CH:28][CH:27]=2)O1.C(#N)C. (4) The reactants are: [CH:1]([C@@H:3]1[C@@H:11]([C@:12]2([CH3:23])[C@@H:20]([CH:21]=[O:22])[CH2:19][C:15]3=[N:16][O:17][CH:18]=[C:14]3[CH2:13]2)[CH2:10][CH2:9][C@@:8]2([CH3:24])[C@H:4]1[CH2:5][CH2:6][C:7]2=[CH2:25])=[O:2].[BH4-].[Na+]. Given the product [OH:22][CH2:21][C@H:20]1[CH2:19][C:15]2=[N:16][O:17][CH:18]=[C:14]2[CH2:13][C@@:12]1([C@H:11]1[CH2:10][CH2:9][C@@:8]2([CH3:24])[C@@H:4]([CH2:5][CH2:6][C:7]2=[CH2:25])[C@@H:3]1[CH2:1][OH:2])[CH3:23], predict the reactants needed to synthesize it. (5) Given the product [F:1][C:2]1[CH:7]=[CH:6][CH:5]=[C:4]([CH3:16])[C:3]=1[NH:8][C:9](=[O:15])[O:10][C:11]([CH3:12])([CH3:14])[CH3:13], predict the reactants needed to synthesize it. The reactants are: [F:1][C:2]1[CH:7]=[CH:6][CH:5]=[CH:4][C:3]=1[NH:8][C:9](=[O:15])[O:10][C:11]([CH3:14])([CH3:13])[CH3:12].[C:16]([Li])(C)(C)C.IC. (6) The reactants are: [Br:1][C:2]1[CH:7]=[CH:6][C:5]([OH:8])=[C:4]([F:9])[CH:3]=1.Cl[C:11]([F:16])([F:15])C([O-])=O.[Na+].C(=O)([O-])[O-].[K+].[K+]. Given the product [Br:1][C:2]1[CH:7]=[CH:6][C:5]([O:8][CH:11]([F:16])[F:15])=[C:4]([F:9])[CH:3]=1, predict the reactants needed to synthesize it.